Dataset: Reaction yield outcomes from USPTO patents with 853,638 reactions. Task: Predict the reaction yield, written as a fraction of the theoretical maximum amount of product (1.0 means a 100% yield; for example, 0.34 means a 34% yield). The reactants are [F:1][C:2]1[CH:3]=[C:4]([C:20]([O:22]C)=O)[C:5]2[O:9][C:8]([C:10]3[CH:15]=[CH:14][C:13]([CH2:16][NH:17][CH3:18])=[CH:12][CH:11]=3)=[N:7][C:6]=2[CH:19]=1.O.[NH4+:25]. No catalyst specified. The product is [F:1][C:2]1[CH:3]=[C:4]([C:20]([NH2:25])=[O:22])[C:5]2[O:9][C:8]([C:10]3[CH:15]=[CH:14][C:13]([CH2:16][NH:17][CH3:18])=[CH:12][CH:11]=3)=[N:7][C:6]=2[CH:19]=1. The yield is 0.220.